Dataset: Reaction yield outcomes from USPTO patents with 853,638 reactions. Task: Predict the reaction yield, written as a fraction of the theoretical maximum amount of product (1.0 means a 100% yield; for example, 0.34 means a 34% yield). The reactants are [C:1]([NH:24][CH2:25][CH2:26][NH:27][P:28](=O)([O:39]C1C=CC=CC=1)[O:29][C:30]1[CH:35]=[CH:34][C:33]([N+]([O-])=O)=[CH:32][CH:31]=1)(=[O:23])[CH2:2][CH2:3]/[CH:4]=[CH:5]\[CH2:6]/[CH:7]=[CH:8]\[CH2:9]/[CH:10]=[CH:11]\[CH2:12]/[CH:13]=[CH:14]\[CH2:15]/[CH:16]=[CH:17]\[CH2:18]/[CH:19]=[CH:20]\[CH2:21][CH3:22].C([Mg]Cl)(C)(C)C.[CH3:53][C:54]1[C:60](=[O:61])[NH:59][C:57](=[O:58])[N:56]([C@@H:62]2[O:66][C@H:65]([CH2:67][OH:68])[C@@H:64]([N:69]=[N+:70]=[N-:71])[CH2:63]2)[CH:55]=1. The catalyst is C1COCC1. The product is [C:1]([NH:24][CH2:25][CH2:26][NH:27][P:28](=[O:39])([O:29][C:30]1[CH:35]=[CH:34][CH:33]=[CH:32][CH:31]=1)[O:68][CH2:67][C@@H:65]1[C@@H:64]([N:69]=[N+:70]=[N-:71])[CH2:63][C@@H:62]([N:56]2[CH:55]=[C:54]([CH3:53])[C:60](=[O:61])[NH:59][C:57]2=[O:58])[O:66]1)(=[O:23])[CH2:2][CH2:3]/[CH:4]=[CH:5]\[CH2:6]/[CH:7]=[CH:8]\[CH2:9]/[CH:10]=[CH:11]\[CH2:12]/[CH:13]=[CH:14]\[CH2:15]/[CH:16]=[CH:17]\[CH2:18]/[CH:19]=[CH:20]\[CH2:21][CH3:22]. The yield is 0.240.